From a dataset of Full USPTO retrosynthesis dataset with 1.9M reactions from patents (1976-2016). Predict the reactants needed to synthesize the given product. (1) Given the product [F:6][C:7]1[CH:14]=[CH:13][CH:12]=[C:11]([F:15])[C:8]=1[CH:9]([NH:26][CH2:25][C:24]1[CH:27]=[CH:28][C:21]([O:20][CH3:19])=[CH:22][CH:23]=1)[C:16]#[N:17], predict the reactants needed to synthesize it. The reactants are: S([O-])(O)=O.[Na+].[F:6][C:7]1[CH:14]=[CH:13][CH:12]=[C:11]([F:15])[C:8]=1[CH:9]=O.[C-:16]#[N:17].[Na+].[CH3:19][O:20][C:21]1[CH:28]=[CH:27][C:24]([CH2:25][NH2:26])=[CH:23][CH:22]=1. (2) Given the product [ClH:56].[CH:3]1([N:7]2[CH2:13][CH2:12][CH2:11][N:10]([C:27]([C:28]3[CH:33]=[CH:32][C:31]([C:23]4[CH:22]=[CH:21][C:20]([C:19]#[N:16])=[CH:25][CH:24]=4)=[CH:30][CH:29]=3)=[O:53])[CH2:9][CH2:8]2)[CH2:6][CH2:5][CH2:4]1, predict the reactants needed to synthesize it. The reactants are: Cl.Cl.[CH:3]1([N:7]2[CH2:13][CH2:12][CH2:11][NH:10][CH2:9][CH2:8]2)[CH2:6][CH2:5][CH2:4]1.CC[N:16]([CH2:19][C:20]1[CH:25]=[CH:24][CH:23]=[CH:22][CH:21]=1)CC.C=[CH:27][C:28]1[CH:33]=[CH:32][CH:31]=[CH:30][CH:29]=1.C=CC1C=CC(C=C)=CC=1.C1C=CC2N([OH:53])N=NC=2C=1.C(Cl)C[Cl:56].